This data is from Forward reaction prediction with 1.9M reactions from USPTO patents (1976-2016). The task is: Predict the product of the given reaction. (1) Given the reactants I[C:2]1[C:10]2[CH:9]=[N:8][CH:7]=[N:6][C:5]=2[N:4]([C:11]2([CH2:14][O:15][CH:16]3[CH2:21][CH2:20][CH2:19][CH2:18][O:17]3)[CH2:13][CH2:12]2)[CH:3]=1.C([Li])CCC.[Br:27][C:28]1[CH:29]=[N:30][CH:31]=[C:32]([CH:39]=1)[C:33](N(OC)C)=[O:34], predict the reaction product. The product is: [Br:27][C:28]1[CH:39]=[C:32]([C:33]([C:2]2[C:10]3[CH:9]=[N:8][CH:7]=[N:6][C:5]=3[N:4]([C:11]3([CH2:14][O:15][CH:16]4[CH2:21][CH2:20][CH2:19][CH2:18][O:17]4)[CH2:13][CH2:12]3)[CH:3]=2)=[O:34])[CH:31]=[N:30][CH:29]=1. (2) Given the reactants [C:1]([Si:5]([C:25]1[CH:30]=[CH:29][CH:28]=[CH:27][CH:26]=1)([C:19]1[CH:24]=[CH:23][CH:22]=[CH:21][CH:20]=1)[O:6][CH:7]([C:16]#[C:17][CH3:18])[CH2:8][CH2:9][C:10]1[CH:15]=[CH:14][CH:13]=[CH:12][CH:11]=1)([CH3:4])([CH3:3])[CH3:2].[C:31]1(C#C[C:31]2[CH:36]=[CH:35]C=[CH:33][CH:32]=2)[CH:36]=[CH:35]C=[CH:33][CH:32]=1, predict the reaction product. The product is: [C:1]([Si:5]([O:6][CH:7]([CH2:8][CH2:9][C:10]1[CH:11]=[CH:12][CH:13]=[CH:14][CH:15]=1)[C:16]#[C:17][C:18]1[CH:35]=[CH:36][CH:31]=[CH:32][CH:33]=1)([C:19]1[CH:24]=[CH:23][CH:22]=[CH:21][CH:20]=1)[C:25]1[CH:30]=[CH:29][CH:28]=[CH:27][CH:26]=1)([CH3:2])([CH3:3])[CH3:4]. (3) Given the reactants [C:1]([N:4]1[C:12]2[C:7](=[CH:8][C:9]([C:13](=[O:15])[CH3:14])=[CH:10][CH:11]=2)[CH2:6][C:5]1=[O:16])(=[O:3])[CH3:2].[F:17][C:18]([F:29])([F:28])[C:19]1[CH:27]=[CH:26][C:22]([C:23](O)=[O:24])=[CH:21][CH:20]=1, predict the reaction product. The product is: [C:1]([N:4]1[C:12]2[C:7](=[CH:8][C:9]([C:13](=[O:15])[CH3:14])=[CH:10][CH:11]=2)[C:6](=[C:23]([C:22]2[CH:21]=[CH:20][C:19]([C:18]([F:17])([F:28])[F:29])=[CH:27][CH:26]=2)[OH:24])[C:5]1=[O:16])(=[O:3])[CH3:2]. (4) The product is: [OH:8][C:4]1[C:19](=[O:21])[NH:3][CH2:7][CH2:6][C:5]=1[C:10]([O:12][CH2:13][CH3:14])=[O:11]. Given the reactants [H-].[K+].[NH:3]1[CH2:7][CH2:6][CH2:5][C:4]1=[O:8].[C:10]([O:12][CH2:13][CH3:14])(=[O:11])[C:10]([O:12][CH2:13][CH3:14])=[O:11].[CH2:19]([OH:21])C, predict the reaction product. (5) Given the reactants [C:1]([C:4]1[CH:5]=[C:6]([NH:10][CH:11]([C:15]2[CH:20]=[CH:19][C:18](OC)=[C:17]([O:23][CH3:24])[CH:16]=2)[C:12]([OH:14])=[O:13])[CH:7]=[CH:8][CH:9]=1)(=[O:3])[NH2:2].NC1C=C2C(=CC=1)C(=O)N[C:29]2=[O:36].COC1C=C(B(O)O)C=CC=1[F:45].O.C(O)(=O)C=O, predict the reaction product. The product is: [O:36]=[C:29]1[C:9]2[C:4](=[CH:5][C:6]([NH:10][CH:11]([C:15]3[CH:20]=[CH:19][C:18]([F:45])=[C:17]([O:23][CH3:24])[CH:16]=3)[C:12]([OH:14])=[O:13])=[CH:7][CH:8]=2)[C:1](=[O:3])[NH:2]1. (6) Given the reactants [CH3:1][O:2][C:3]1[CH:10]=[C:9]([N:11]2[CH:15]([CH3:16])[C:14](=[O:17])[C:13]([CH3:19])([CH3:18])[C:12]2=[O:20])[CH:8]=[CH:7][C:4]=1[C:5]#[N:6].[CH3:21][Mg]Br.C1COCC1, predict the reaction product. The product is: [OH:17][C@:14]1([CH3:21])[C:13]([CH3:19])([CH3:18])[C:12](=[O:20])[N:11]([C:9]2[CH:8]=[CH:7][C:4]([C:5]#[N:6])=[C:3]([O:2][CH3:1])[CH:10]=2)[C@@H:15]1[CH3:16]. (7) Given the reactants [CH3:1][O:2][C:3](=[O:19])[NH:4][C:5]1[S:6][C:7]2[C:13]([C:14](=[O:16])[CH3:15])=[CH:12][CH:11]=[C:10]([O:17][CH3:18])[C:8]=2[N:9]=1.[BH4-].[Na+], predict the reaction product. The product is: [CH3:1][O:2][C:3](=[O:19])[NH:4][C:5]1[S:6][C:7]2[C:13]([CH:14]([OH:16])[CH3:15])=[CH:12][CH:11]=[C:10]([O:17][CH3:18])[C:8]=2[N:9]=1.